This data is from Full USPTO retrosynthesis dataset with 1.9M reactions from patents (1976-2016). The task is: Predict the reactants needed to synthesize the given product. (1) Given the product [C:1]([N:8]1[CH2:13][CH2:12][CH:11]([O:14][C:15]2[CH:20]=[CH:19][CH:18]=[CH:17][C:16]=2[N:22]2[CH2:27][CH2:26][NH:25][CH2:24][CH2:23]2)[CH2:10][CH2:9]1)([O:3][C:4]([CH3:7])([CH3:6])[CH3:5])=[O:2], predict the reactants needed to synthesize it. The reactants are: [C:1]([N:8]1[CH2:13][CH2:12][CH:11]([O:14][C:15]2[CH:20]=[CH:19][CH:18]=[CH:17][C:16]=2Br)[CH2:10][CH2:9]1)([O:3][C:4]([CH3:7])([CH3:6])[CH3:5])=[O:2].[NH:22]1[CH2:27][CH2:26][NH:25][CH2:24][CH2:23]1.C1C=CC(P(C2C(C3C(P(C4C=CC=CC=4)C4C=CC=CC=4)=CC=C4C=3C=CC=C4)=C3C(C=CC=C3)=CC=2)C2C=CC=CC=2)=CC=1.CC([O-])(C)C.[Na+]. (2) The reactants are: CN(C)[CH:3]=[C:4]([C:15]1[CH:20]=[CH:19][C:18]([Cl:21])=[CH:17][CH:16]=1)[C:5]([C:7]1[CH:12]=[CH:11][C:10]([Cl:13])=[CH:9][C:8]=1[Cl:14])=O.[C:23]([CH2:25][C:26]([NH2:28])=[O:27])#[N:24].CO.[H-].[Na+]. Given the product [Cl:14][C:8]1[CH:9]=[C:10]([Cl:13])[CH:11]=[CH:12][C:7]=1[C:5]1[NH:28][C:26](=[O:27])[C:25]([C:23]#[N:24])=[CH:3][C:4]=1[C:15]1[CH:16]=[CH:17][C:18]([Cl:21])=[CH:19][CH:20]=1, predict the reactants needed to synthesize it. (3) Given the product [NH2:8][C:7]1[N:6]=[CH:5][C:4]2[C:11]([C:14]3[CH2:15][CH2:16][N:17]([C:20]([NH2:63])=[O:21])[CH2:18][CH:19]=3)=[CH:12][O:13][C:3]=2[C:2]=1[O:1][CH:36]([C:29]1[C:30]([Cl:35])=[CH:31][CH:32]=[C:33]([F:34])[C:28]=1[Cl:27])[CH3:37], predict the reactants needed to synthesize it. The reactants are: [OH:1][C:2]1[C:3]2[O:13][CH:12]=[C:11]([C:14]3[CH2:15][CH2:16][N:17]([C:20](OC(C)(C)C)=[O:21])[CH2:18][CH:19]=3)[C:4]=2[CH:5]=[N:6][C:7]=1[N+:8]([O-])=O.[Cl:27][C:28]1[C:33]([F:34])=[CH:32][CH:31]=[C:30]([Cl:35])[C:29]=1[CH:36](O)[CH3:37].C1C=CC(P(C2C=CC=CC=2)C2C=CC=CC=2)=CC=1.C1COCC1.[N:63](C(OC(C)C)=O)=NC(OC(C)C)=O.C(O)C.Cl.C[Si](N=C=O)(C)C.CN(C=O)C.CCN(C(C)C)C(C)C. (4) Given the product [CH2:1]([O:3][C:4]([C:6]1[S:7][C:8]([N:32]([CH3:33])[CH3:31])=[C:9]([C:25]#[N:26])[C:10]=1[C:11]1[CH:12]=[CH:13][C:14]([C:17]2[CH:22]=[CH:21][CH:20]=[CH:19][C:18]=2[C:23]#[N:24])=[CH:15][CH:16]=1)=[O:5])[CH3:2], predict the reactants needed to synthesize it. The reactants are: [CH2:1]([O:3][C:4]([C:6]1[S:7][C:8](S(C)(=O)=O)=[C:9]([C:25]#[N:26])[C:10]=1[C:11]1[CH:16]=[CH:15][C:14]([C:17]2[CH:22]=[CH:21][CH:20]=[CH:19][C:18]=2[C:23]#[N:24])=[CH:13][CH:12]=1)=[O:5])[CH3:2].[CH3:31][NH:32][CH3:33]. (5) Given the product [CH3:1][O:2][C:3]1[CH:8]=[C:7]2[C:6](=[CH:5][C:4]=1[O:17][CH2:18][CH2:19][CH2:20][N:21]1[CH2:25][CH2:24][CH2:23][CH2:22]1)[N:14]=[C:10]([NH2:11])[C:9]2([CH3:13])[CH3:12], predict the reactants needed to synthesize it. The reactants are: [CH3:1][O:2][C:3]1[C:4]([O:17][CH2:18][CH2:19][CH2:20][N:21]2[CH2:25][CH2:24][CH2:23][CH2:22]2)=[CH:5][C:6]([N+:14]([O-])=O)=[C:7]([C:9]([CH3:13])([CH3:12])[C:10]#[N:11])[CH:8]=1. (6) Given the product [CH2:1]([O:3][C:4]([C:6]1[C:7]([O:12][CH:20]([CH3:31])[C:21]([C:23]2[CH:28]=[CH:27][C:26]([CH3:29])=[CH:25][C:24]=2[CH3:30])=[O:22])=[N:8][NH:9][C:10]=1[CH3:11])=[O:5])[CH3:2], predict the reactants needed to synthesize it. The reactants are: [CH2:1]([O:3][C:4]([C:6]1[C:7](=[O:12])[NH:8][NH:9][C:10]=1[CH3:11])=[O:5])[CH3:2].C([O-])([O-])=O.[K+].[K+].Br[CH:20]([CH3:31])[C:21]([C:23]1[CH:28]=[CH:27][C:26]([CH3:29])=[CH:25][C:24]=1[CH3:30])=[O:22].O. (7) Given the product [Br:1][C:2]1[S:3][C:4]([C:8](=[O:10])[CH3:9])=[CH:5][C:6]=1[Cl:7], predict the reactants needed to synthesize it. The reactants are: [Br:1][C:2]1[S:3][CH:4]=[CH:5][C:6]=1[Cl:7].[C:8](Cl)(=[O:10])[CH3:9].[Cl-].[Cl-].[Cl-].[Al+3]. (8) Given the product [C:28]([O:31][CH2:32][C:33]1[C:34]([N:42]2[CH2:53][CH2:52][N:51]3[C:44](=[CH:45][C:46]4[CH2:47][C:48]([CH3:55])([CH3:54])[CH2:49][C:50]=43)[C:43]2=[O:56])=[N:35][CH:36]=[CH:37][C:38]=1[C:2]1[CH:3]=[C:4]([NH:10][C:11]2[CH:16]=[CH:15][C:14]([N:17]3[CH2:22][CH2:21][N:20]([CH:23]4[CH2:26][O:25][CH2:24]4)[CH2:19][C@@H:18]3[CH3:27])=[CH:13][N:12]=2)[C:5](=[O:9])[N:6]([CH3:8])[N:7]=1)(=[O:30])[CH3:29], predict the reactants needed to synthesize it. The reactants are: Cl[C:2]1[CH:3]=[C:4]([NH:10][C:11]2[CH:16]=[CH:15][C:14]([N:17]3[CH2:22][CH2:21][N:20]([CH:23]4[CH2:26][O:25][CH2:24]4)[CH2:19][C@@H:18]3[CH3:27])=[CH:13][N:12]=2)[C:5](=[O:9])[N:6]([CH3:8])[N:7]=1.[C:28]([O:31][CH2:32][C:33]1[C:34]([N:42]2[CH2:53][CH2:52][N:51]3[C:44](=[CH:45][C:46]4[CH2:47][C:48]([CH3:55])([CH3:54])[CH2:49][C:50]=43)[C:43]2=[O:56])=[N:35][CH:36]=[CH:37][C:38]=1B(O)O)(=[O:30])[CH3:29].C([O-])(=O)C.[Na+].[O-]P([O-])([O-])=O.[K+].[K+].[K+]. (9) Given the product [CH2:2]([N+:9]([O-:10])=[CH:23][C:22]1[CH:25]=[CH:26][CH:27]=[CH:28][C:21]=1[S:18]([N:15]1[CH2:14][CH2:13][N:12]([CH3:11])[CH2:17][CH2:16]1)(=[O:19])=[O:20])[C:3]1[CH:8]=[CH:7][CH:6]=[CH:5][CH:4]=1, predict the reactants needed to synthesize it. The reactants are: Cl.[CH2:2]([NH:9][OH:10])[C:3]1[CH:8]=[CH:7][CH:6]=[CH:5][CH:4]=1.[CH3:11][N:12]1[CH2:17][CH2:16][N:15]([S:18]([C:21]2[CH:28]=[CH:27][CH:26]=[CH:25][C:22]=2[CH:23]=O)(=[O:20])=[O:19])[CH2:14][CH2:13]1.